Predict the reaction yield, written as a fraction of the theoretical maximum amount of product (1.0 means a 100% yield; for example, 0.34 means a 34% yield). From a dataset of Reaction yield outcomes from USPTO patents with 853,638 reactions. (1) The reactants are [N:1]1[CH:6]=[CH:5][CH:4]=[CH:3][C:2]=1[S:7][C:8]1[CH:13]=[CH:12][C:11]([N+:14]([O-])=O)=[CH:10][CH:9]=1.C([O-])([O-])=O.[K+].[K+]. The catalyst is CC(O)=O.CCOC(C)=O.O.[Fe]. The product is [N:1]1[CH:6]=[CH:5][CH:4]=[CH:3][C:2]=1[S:7][C:8]1[CH:13]=[CH:12][C:11]([NH2:14])=[CH:10][CH:9]=1. The yield is 0.700. (2) The reactants are [CH2:1]([C:8]1[C:9]([NH:21][CH:22]([CH2:26][CH2:27][CH3:28])[C:23](O)=[O:24])=[N:10][CH:11]=[C:12]([C:14]2[CH:19]=[CH:18][C:17]([OH:20])=[CH:16][CH:15]=2)[N:13]=1)[C:2]1[CH:7]=[CH:6][CH:5]=[CH:4][CH:3]=1.N1C=CC=CC=1.C1(N=C=NC2CCCCC2)CCCCC1. The catalyst is C(Cl)Cl. The product is [CH2:1]([C:8]1[NH:13][C:12]([C:14]2[CH:15]=[CH:16][C:17]([OH:20])=[CH:18][CH:19]=2)=[CH:11][N:10]2[C:23](=[O:24])[C:22]([CH2:26][CH2:27][CH3:28])=[N:21][C:9]=12)[C:2]1[CH:3]=[CH:4][CH:5]=[CH:6][CH:7]=1. The yield is 0.860. (3) The product is [CH2:2]([O:4][C:5](=[O:18])[C@H:6]([CH2:8][C:9]1[CH:14]=[CH:13][C:12]([N+:15]([O-:17])=[O:16])=[CH:11][CH:10]=1)[NH2:7])[CH3:3]. The catalyst is C(OCC)(=O)C. The yield is 0.890. The reactants are Cl.[CH2:2]([O:4][C:5](=[O:18])[C@H:6]([CH2:8][C:9]1[CH:14]=[CH:13][C:12]([N+:15]([O-:17])=[O:16])=[CH:11][CH:10]=1)[NH2:7])[CH3:3].C([O-])([O-])=O.[Na+].[Na+]. (4) The product is [CH2:1]([O:71][CH:28]1[C@@H:29]([O:63][CH2:64][C:65]2[CH:66]=[CH:67][CH:68]=[CH:69][CH:70]=2)[C@H:30]([O:55][CH2:56][C:57]2[CH:62]=[CH:61][CH:60]=[CH:59][CH:58]=2)[C:31]([CH2:43][O:44][CH2:45][C:46]2[CH:47]=[CH:48][C:49]([O:52][CH3:53])=[CH:50][CH:51]=2)([CH2:32][O:33][CH2:34][C:35]2[CH:36]=[CH:37][C:38]([O:41][CH3:42])=[CH:39][CH:40]=2)[O:54][C:27]1([C:9]1[CH:14]=[CH:13][C:12]([F:15])=[C:11]([CH2:16][C:17]2[CH:22]=[CH:21][C:20]([Cl:23])=[CH:19][CH:18]=2)[CH:10]=1)[OH:79])[C:2]1[CH:85]=[CH:84][CH:83]=[CH:4][CH:3]=1. The yield is 0.640. No catalyst specified. The reactants are [CH2:1]([Li])[CH2:2][CH2:3][CH3:4].O=O.Br[C:9]1[CH:14]=[CH:13][C:12]([F:15])=[C:11]([CH2:16][C:17]2[CH:22]=[CH:21][C:20]([Cl:23])=[CH:19][CH:18]=2)[CH:10]=1.CON(C)[C:27](=[O:79])[C@H:28]([O:71]CC1C=CC=CC=1)[C@@H:29]([O:63][CH2:64][C:65]1[CH:70]=[CH:69][CH:68]=[CH:67][CH:66]=1)[C@H:30]([O:55][CH2:56][C:57]1[CH:62]=[CH:61][CH:60]=[CH:59][CH:58]=1)[C:31]([OH:54])([CH2:43][O:44][CH2:45][C:46]1[CH:51]=[CH:50][C:49]([O:52][CH3:53])=[CH:48][CH:47]=1)[CH2:32][O:33][CH2:34][C:35]1[CH:40]=[CH:39][C:38]([O:41][CH3:42])=[CH:37][CH:36]=1.[Al].O1C[CH2:85][CH2:84][CH2:83]1. (5) The reactants are Br[C:2]1[CH:7]=[CH:6][C:5]([CH3:8])=[CH:4][N:3]=1.[O-]P([O-])([O-])=O.[K+].[K+].[K+].[CH3:17][O:18][C:19](=[O:38])[C:20]1[CH:25]=[C:24](B2OC(C)(C)C(C)(C)O2)[CH:23]=[C:22]([N+:35]([O-:37])=[O:36])[CH:21]=1. The catalyst is COCCOC.O.C1C=CC([P]([Pd]([P](C2C=CC=CC=2)(C2C=CC=CC=2)C2C=CC=CC=2)([P](C2C=CC=CC=2)(C2C=CC=CC=2)C2C=CC=CC=2)[P](C2C=CC=CC=2)(C2C=CC=CC=2)C2C=CC=CC=2)(C2C=CC=CC=2)C2C=CC=CC=2)=CC=1. The product is [CH3:17][O:18][C:19](=[O:38])[C:20]1[CH:21]=[C:22]([N+:35]([O-:37])=[O:36])[CH:23]=[C:24]([C:2]2[CH:7]=[CH:6][C:5]([CH3:8])=[CH:4][N:3]=2)[CH:25]=1. The yield is 0.400.